From a dataset of HIV replication inhibition screening data with 41,000+ compounds from the AIDS Antiviral Screen. Binary Classification. Given a drug SMILES string, predict its activity (active/inactive) in a high-throughput screening assay against a specified biological target. (1) The compound is Cc1csc(-n2nc(C)cc2C)n1. The result is 0 (inactive). (2) The drug is Cc1nn(-c2ccccc2)c(CC(Cc2c([N+](=O)[O-])c(C)nn2-c2ccccc2)c2ccccc2)c1[N+](=O)[O-]. The result is 0 (inactive). (3) The molecule is CCC(=O)c1c(NOC2OCC(OC(C)=O)C(OC(C)=O)C2OC(C)=O)nc(OC)n(C)c1=O. The result is 0 (inactive).